Predict the reactants needed to synthesize the given product. From a dataset of Full USPTO retrosynthesis dataset with 1.9M reactions from patents (1976-2016). (1) Given the product [F:44][C:43]([F:46])([F:45])[C:41]([OH:47])=[O:42].[CH2:34]([O:33][C:31]([C@@H:9]1[CH2:10][C@H:11]([NH:13][C:14]([O:16][CH2:17][CH:18]2[C:30]3[CH:29]=[CH:28][CH:27]=[CH:26][C:25]=3[C:24]3[C:19]2=[CH:20][CH:21]=[CH:22][CH:23]=3)=[O:15])[CH2:12][NH:8]1)=[O:32])[C:35]1[CH:36]=[CH:37][CH:38]=[CH:39][CH:40]=1, predict the reactants needed to synthesize it. The reactants are: C(OC([N:8]1[CH2:12][C@@H:11]([NH:13][C:14]([O:16][CH2:17][CH:18]2[C:30]3[CH:29]=[CH:28][CH:27]=[CH:26][C:25]=3[C:24]3[C:19]2=[CH:20][CH:21]=[CH:22][CH:23]=3)=[O:15])[CH2:10][C@H:9]1[C:31]([O:33][CH2:34][C:35]1[CH:40]=[CH:39][CH:38]=[CH:37][CH:36]=1)=[O:32])=O)(C)(C)C.[C:41]([OH:47])([C:43]([F:46])([F:45])[F:44])=[O:42].C(Cl)Cl. (2) The reactants are: OC(C1C=CC=CC=1)(C1C=CC=CC=1)C1CCN(CCCC([C:14]2[CH:19]=[CH:18][C:17]([C:20]([CH3:25])([CH3:24])[C:21]([OH:23])=[O:22])=[CH:16][CH:15]=2)=O)CC1.[BH4-].[Na+]. Given the product [CH3:25][C:20]([C:17]1[CH:18]=[CH:19][CH:14]=[CH:15][CH:16]=1)([CH3:24])[C:21]([OH:23])=[O:22], predict the reactants needed to synthesize it. (3) The reactants are: [Cl:1][C:2]1[CH:3]=[N:4][C:5]([C:8]2[CH:22]=[CH:21][C:11]([CH2:12][NH:13][C:14](=O)OC(C)(C)C)=[CH:10][CH:9]=2)=[N:6][CH:7]=1.C(O)(C(F)(F)F)=O.CCN(C(C)C)C(C)C.F[C:40]1[CH:41]=[C:42]([CH:52]=C[C:54]=1[N+:55]([O-:57])=[O:56])[O:43][CH2:44][C:45]1[CH:50]=[CH:49][C:48]([CH3:51])=[CH:47][N:46]=1. Given the product [Cl:1][C:2]1[CH:7]=[N:6][C:5]([C:8]2[CH:9]=[CH:10][C:11]([CH2:12][NH:13][C:14]3[CH:52]=[C:42]([O:43][CH2:44][C:45]4[CH:50]=[CH:49][C:48]([CH3:51])=[CH:47][N:46]=4)[CH:41]=[CH:40][C:54]=3[N+:55]([O-:57])=[O:56])=[CH:21][CH:22]=2)=[N:4][CH:3]=1, predict the reactants needed to synthesize it. (4) Given the product [Cl:1][C:2]1[CH:8]=[CH:7][CH:6]=[C:5]2[C:3]=1[N:4]=[C:12]([O:11][CH2:9][CH3:10])[CH:21]=[C:20]2[O:22][CH:23]1[CH2:40][CH:39]2[CH:25]([C:26](=[O:46])[N:27]([CH3:45])[CH2:28][CH2:29][CH2:30][CH2:31][CH:32]=[CH:33][CH:34]3[C:36]([C:42]([OH:44])=[O:43])([NH:37][C:38]2=[O:41])[CH2:35]3)[CH2:24]1, predict the reactants needed to synthesize it. The reactants are: [Cl:1][C:2]1[CH:8]=[CH:7][CH:6]=[CH:5][C:3]=1[NH2:4].[CH2:9]([O:11][C:12]1[CH:21]=[C:20]([O:22][CH:23]2[CH2:40][CH:39]3[CH:25]([C:26](=[O:46])[N:27]([CH3:45])[CH2:28][CH2:29][CH2:30][CH2:31][CH:32]=[CH:33][CH:34]4[C:36]([C:42]([OH:44])=[O:43])([NH:37][C:38]3=[O:41])[CH2:35]4)[CH2:24]2)C2C(=C(C)C(OC)=CC=2)N=1)[CH3:10]. (5) Given the product [CH3:10][O:11][CH:12]1[C:20](=[S:3](=[O:7])=[O:5])[C:19]([NH2:21])=[C:18]([CH2:22][CH3:23])[CH:17]=[C:13]1[C:14]([OH:1])=[O:16], predict the reactants needed to synthesize it. The reactants are: [OH:1]O.[S:3]([O-:7])([O-])(=[O:5])=S.[Na+].[Na+].[CH3:10][O:11][C:12]1[CH:20]=[C:19]([NH2:21])[C:18]([CH2:22][CH3:23])=[CH:17][C:13]=1[C:14]([OH:16])=S.